This data is from Catalyst prediction with 721,799 reactions and 888 catalyst types from USPTO. The task is: Predict which catalyst facilitates the given reaction. (1) Reactant: [CH3:1][NH:2][C:3]1[N:8]=[CH:7][C:6]([C:9]2[N:17]=[C:16]3[C:12]([N:13]=[CH:14][N:15]3[CH2:18][CH:19]3[CH2:23][CH2:22][O:21][CH2:20]3)=[C:11]([N:24]3[CH2:29][CH2:28][O:27][CH2:26][CH2:25]3)[N:10]=2)=[CH:5][N:4]=1.[C:38](O[C:38]([O:40][C:41]([CH3:44])([CH3:43])[CH3:42])=[O:39])([O:40][C:41]([CH3:44])([CH3:43])[CH3:42])=[O:39]. Product: [C:41]([O:40][C:38](=[O:39])[N:2]([CH3:1])[C:3]1[N:4]=[CH:5][C:6]([C:9]2[N:17]=[C:16]3[C:12]([N:13]=[CH:14][N:15]3[CH2:18][CH:19]3[CH2:23][CH2:22][O:21][CH2:20]3)=[C:11]([N:24]3[CH2:29][CH2:28][O:27][CH2:26][CH2:25]3)[N:10]=2)=[CH:7][N:8]=1)([CH3:42])([CH3:43])[CH3:44]. The catalyst class is: 546. (2) Reactant: [NH:1]1[C:9]2[C:4](=[CH:5][CH:6]=[CH:7][CH:8]=2)[C:3]([NH2:10])=[N:2]1.[OH-].[K+].Cl.Cl[CH2:15][C:16]1[N:17]=[C:18]([CH3:21])[S:19][CH:20]=1.[H-].[Na+]. Product: [CH3:21][C:18]1[S:19][CH:20]=[C:16]([CH2:15][N:1]2[C:9]3[C:4](=[CH:5][CH:6]=[CH:7][CH:8]=3)[C:3]([NH2:10])=[N:2]2)[N:17]=1. The catalyst class is: 58. (3) Product: [CH3:18][O:17][C:14]1[CH:13]=[CH:12][C:11]([NH:10][C:3]2[C:2]([F:20])=[C:26]([C:25]3[CH:28]=[CH:29][C:22]([Cl:21])=[CH:23][CH:24]=3)[N:27]=[C:5]([C:6]([O:8][CH3:9])=[O:7])[CH:4]=2)=[CH:16][CH:15]=1. The catalyst class is: 7. Reactant: F[C:2]([F:20])(F)[C:3](=[N:10][C:11]1[CH:16]=[CH:15][C:14]([O:17][CH3:18])=[CH:13][CH:12]=1)[C:4]#[C:5][C:6]([O:8][CH3:9])=[O:7].[Cl:21][C:22]1[CH:29]=[CH:28][C:25]([CH2:26][NH2:27])=[CH:24][CH:23]=1.C(=O)([O-])[O-].[Cs+].[Cs+].O. (4) Reactant: [NH2:1][C:2]1[N:7]=[CH:6][C:5]([C:8]([N:10]2[CH2:15][CH2:14][O:13][CH2:12][C@@H:11]2[CH3:16])=[O:9])=[CH:4][CH:3]=1.Br[C:18]1[C:19](=[O:26])[N:20]([CH3:25])[CH:21]=[C:22]([Br:24])[CH:23]=1.C(=O)([O-])[O-].[Cs+].[Cs+].CC1(C)C2C(=C(P(C3C=CC=CC=3)C3C=CC=CC=3)C=CC=2)OC2C(P(C3C=CC=CC=3)C3C=CC=CC=3)=CC=CC1=2. Product: [Br:24][C:22]1[CH:23]=[C:18]([NH:1][C:2]2[CH:3]=[CH:4][C:5]([C:8]([N:10]3[CH2:15][CH2:14][O:13][CH2:12][C@@H:11]3[CH3:16])=[O:9])=[CH:6][N:7]=2)[C:19](=[O:26])[N:20]([CH3:25])[CH:21]=1. The catalyst class is: 102. (5) Reactant: [N+:1]([C:4]1[CH:12]=[C:11]2[C:7]([C:8]([C:13]3[CH2:18][CH2:17][C:16](=O)[CH2:15][CH:14]=3)=[CH:9][NH:10]2)=[CH:6][CH:5]=1)([O-:3])=[O:2].CC(O)=O.Cl.[CH2:25]([NH2:27])C.[OH-].[Na+]. Product: [CH3:25][NH:27][CH:16]1[CH2:17][CH2:18][C:13]([C:8]2[C:7]3[C:11](=[CH:12][C:4]([N+:1]([O-:3])=[O:2])=[CH:5][CH:6]=3)[NH:10][CH:9]=2)=[CH:14][CH2:15]1. The catalyst class is: 26. (6) Reactant: [O:1]=[C:2]1[N:6]([C:7]2[CH:12]=[CH:11][CH:10]=[CH:9][CH:8]=2)[CH2:5][CH2:4][N:3]1[C:13](Cl)=[O:14].[CH3:16][O:17][C:18]1[CH:19]=[C:20]2[C:25](=[CH:26][C:27]=1[O:28][CH3:29])[N:24]=[CH:23][CH:22]=[C:21]2[O:30][C:31]1[CH:38]=[CH:37][C:34]([NH:35][CH3:36])=[CH:33][C:32]=1[F:39].CCN(C(C)C)C(C)C. Product: [CH3:16][O:17][C:18]1[CH:19]=[C:20]2[C:25](=[CH:26][C:27]=1[O:28][CH3:29])[N:24]=[CH:23][CH:22]=[C:21]2[O:30][C:31]1[CH:38]=[CH:37][C:34]([N:35]([CH3:36])[C:13]([N:3]2[CH2:4][CH2:5][N:6]([C:7]3[CH:12]=[CH:11][CH:10]=[CH:9][CH:8]=3)[C:2]2=[O:1])=[O:14])=[CH:33][C:32]=1[F:39]. The catalyst class is: 1. (7) The catalyst class is: 19. Reactant: Cl[C:2]1[N:3]=[CH:4][CH:5]=[C:6]2[CH:10]=[CH:9][NH:8][C:7]=12.CCN(CC)CC.[H][H]. Product: [NH:8]1[C:7]2=[CH:2][N:3]=[CH:4][CH:5]=[C:6]2[CH:10]=[CH:9]1. (8) Reactant: [CH3:1][O:2][C:3]1[CH:8]=[C:7]([B:9]2[O:13][C:12]([CH3:15])([CH3:14])[C:11]([CH3:17])([CH3:16])[O:10]2)[CH:6]=[CH:5][C:4]=1[OH:18].[C:19]([N:26]1[CH2:31][CH2:30][CH:29](O)[CH2:28][CH2:27]1)([O:21][C:22]([CH3:25])([CH3:24])[CH3:23])=[O:20].C1(P(C2C=CC=CC=2)C2C=CC=CC=2)C=CC=CC=1.CC(OC(/N=N/C(OC(C)C)=O)=O)C. Product: [C:22]([O:21][C:19]([N:26]1[CH2:31][CH2:30][CH:29]([O:18][C:4]2[CH:5]=[CH:6][C:7]([B:9]3[O:10][C:11]([CH3:17])([CH3:16])[C:12]([CH3:14])([CH3:15])[O:13]3)=[CH:8][C:3]=2[O:2][CH3:1])[CH2:28][CH2:27]1)=[O:20])([CH3:25])([CH3:23])[CH3:24]. The catalyst class is: 49. (9) Reactant: C([N:8]1[CH2:13][CH2:12][O:11][C@H:10]([CH2:14][O:15][C:16]2[CH:17]=[N:18][CH:19]=[C:20]([C:22]3[CH:27]=[CH:26][C:25]([O:28][CH3:29])=[CH:24][CH:23]=3)[CH:21]=2)[CH2:9]1)C1C=CC=CC=1.C([O-])=O.[NH4+]. Product: [CH3:29][O:28][C:25]1[CH:26]=[CH:27][C:22]([C:20]2[CH:21]=[C:16]([O:15][CH2:14][C@H:10]3[O:11][CH2:12][CH2:13][NH:8][CH2:9]3)[CH:17]=[N:18][CH:19]=2)=[CH:23][CH:24]=1. The catalyst class is: 45. (10) Reactant: FC(F)(F)S(O[C:7]1[C:12]([N:13]([CH2:18][CH3:19])[S:14]([CH3:17])(=[O:16])=[O:15])=[CH:11][N:10]2[N:20]=[C:21]([C:27]3[CH:32]=[CH:31][C:30]([F:33])=[CH:29][CH:28]=3)[C:22]([C:23](=[O:26])[NH:24][CH3:25])=[C:9]2[CH:8]=1)(=O)=O.[CH3:36][C:37]1[CH:54]=[CH:53][C:40]([C:41]([NH:43][C:44]2([C:47]3[CH:52]=[CH:51][CH:50]=[CH:49][N:48]=3)[CH2:46][CH2:45]2)=[O:42])=[CH:39][C:38]=1B1OC(C)(C)C(C)(C)O1.C(=O)([O-])[O-].[Cs+].[Cs+]. Product: [CH2:18]([N:13]([C:12]1[C:7]([C:38]2[CH:39]=[C:40]([C:41](=[O:42])[NH:43][C:44]3([C:47]4[CH:52]=[CH:51][CH:50]=[CH:49][N:48]=4)[CH2:45][CH2:46]3)[CH:53]=[CH:54][C:37]=2[CH3:36])=[CH:8][C:9]2[N:10]([N:20]=[C:21]([C:27]3[CH:32]=[CH:31][C:30]([F:33])=[CH:29][CH:28]=3)[C:22]=2[C:23]([NH:24][CH3:25])=[O:26])[CH:11]=1)[S:14]([CH3:17])(=[O:15])=[O:16])[CH3:19]. The catalyst class is: 38.